Dataset: Forward reaction prediction with 1.9M reactions from USPTO patents (1976-2016). Task: Predict the product of the given reaction. (1) Given the reactants ClC1C=CC=C(C(OO)=[O:9])C=1.[CH:12]1([CH2:15][NH:16][C:17](=[O:41])[C:18]2[CH:23]=[C:22]([C:24]3[CH:29]=[C:28]4[NH:30][C:31](=[O:38])[C:32]5([CH2:37][CH2:36][S:35][CH2:34][CH2:33]5)[C:27]4=[CH:26][CH:25]=3)[C:21]([CH3:39])=[C:20]([F:40])[CH:19]=2)[CH2:14][CH2:13]1.[OH2:42], predict the reaction product. The product is: [CH:12]1([CH2:15][NH:16][C:17](=[O:41])[C:18]2[CH:19]=[C:20]([F:40])[C:21]([CH3:39])=[C:22]([C:24]3[CH:29]=[C:28]4[NH:30][C:31](=[O:38])[C:32]5([CH2:37][CH2:36][S:35](=[O:9])(=[O:42])[CH2:34][CH2:33]5)[C:27]4=[CH:26][CH:25]=3)[CH:23]=2)[CH2:14][CH2:13]1. (2) Given the reactants [CH3:1][C:2]([O:5][C:6]([N:8]1[C@H:13]([C:14]([OH:16])=O)[CH2:12][C:10](=[O:11])[CH2:9]1)=[O:7])([CH3:4])[CH3:3].Cl.[F:18][C@H:19]1[CH2:23][CH2:22][NH:21][CH2:20]1.C1C=CC2N(O)N=NC=2C=1.C(Cl)CCl, predict the reaction product. The product is: [C:2]([O:5][C:6]([N:8]1[CH2:9][C:10](=[O:11])[CH2:12][C@H:13]1[C:14]([N:21]1[CH2:22][CH2:23][C@H:19]([F:18])[CH2:20]1)=[O:16])=[O:7])([CH3:1])([CH3:3])[CH3:4]. (3) The product is: [CH3:15][CH:10]([CH2:9][C:4]1[CH:3]=[CH:8][CH:7]=[CH:6][CH:5]=1)[CH2:11][C:12]([OH:14])=[O:13]. Given the reactants CO[C:3]1[CH:8]=[CH:7][CH:6]=[CH:5][C:4]=1[CH2:9][CH:10]([CH3:15])[CH2:11][C:12]([OH:14])=[O:13].C1(CC(=O)C)C=CC=CC=1, predict the reaction product. (4) Given the reactants CC(C[AlH]C[CH:7]([CH3:9])[CH3:8])C.C1(C)C=CC=CC=1.C([C:19]([CH2:26][CH3:27])([C:23]([O-:25])=O)C([O-])=O)C.[CH2:28]([Mg]Br)[CH2:29][CH2:30][CH2:31][CH2:32][CH3:33].[CH3:36][CH2:37][O:38]CC, predict the reaction product. The product is: [CH3:33][CH2:32][CH2:31][CH2:30][CH2:29][CH2:28][CH:37]([OH:38])[CH2:36][CH:23]([OH:25])[CH2:19][CH2:26][CH2:27][CH2:9][CH2:7][CH3:8]. (5) The product is: [CH3:27][N:28]([CH3:34])[C@H:29]1[CH2:33][CH2:32][N:31]([C:24]([C@H:22]2[CH2:21][CH2:20][C:19]3[C:12]4[C:11]([NH:10][C:8]5[CH:9]=[C:4]6[CH:3]=[N:2][NH:1][C:5]6=[N:6][CH:7]=5)=[N:16][CH:15]=[N:14][C:13]=4[S:17][C:18]=3[CH2:23]2)=[O:26])[CH2:30]1. Given the reactants [NH:1]1[C:5]2=[N:6][CH:7]=[C:8]([NH:10][C:11]3[C:12]4[C:19]5[CH2:20][CH2:21][C@H:22]([C:24]([OH:26])=O)[CH2:23][C:18]=5[S:17][C:13]=4[N:14]=[CH:15][N:16]=3)[CH:9]=[C:4]2[CH:3]=[N:2]1.[CH3:27][N:28]([CH3:34])[C@H:29]1[CH2:33][CH2:32][NH:31][CH2:30]1, predict the reaction product.